This data is from Catalyst prediction with 721,799 reactions and 888 catalyst types from USPTO. The task is: Predict which catalyst facilitates the given reaction. (1) Reactant: [F:1][C:2]1[CH:7]=[CH:6][C:5]([C:8]2[O:9][C:10]3[CH:20]=[CH:19][C:18]([C:21]4[CH:22]=[C:23]([CH:27]=[CH:28][C:29]=4[CH3:30])[C:24](O)=[O:25])=[CH:17][C:11]=3[C:12]=2[C:13](=[O:16])[NH:14][CH3:15])=[CH:4][CH:3]=1.[CH3:31][C:32]1[CH:37]=[CH:36][N:35]=[C:34]([C:38]2([NH2:41])[CH2:40][CH2:39]2)[N:33]=1.C(N(CC)CC)C. Product: [F:1][C:2]1[CH:3]=[CH:4][C:5]([C:8]2[O:9][C:10]3[CH:20]=[CH:19][C:18]([C:21]4[CH:22]=[C:23]([C:24](=[O:25])[NH:41][C:38]5([C:34]6[N:33]=[C:32]([CH3:31])[CH:37]=[CH:36][N:35]=6)[CH2:39][CH2:40]5)[CH:27]=[CH:28][C:29]=4[CH3:30])=[CH:17][C:11]=3[C:12]=2[C:13]([NH:14][CH3:15])=[O:16])=[CH:6][CH:7]=1. The catalyst class is: 3. (2) Reactant: [O:1]1[CH2:6][CH2:5][CH:4]([NH:7][CH:8]([C:10]2[CH:15]=[C:14]([N:16]([CH2:25][O:26][CH2:27][CH2:28][Si:29]([CH3:32])([CH3:31])[CH3:30])[CH2:17][O:18][CH2:19][CH2:20][Si:21]([CH3:24])([CH3:23])[CH3:22])[N:13]3[N:33]=[CH:34][CH:35]=[C:12]3[N:11]=2)[CH3:9])[CH2:3][CH2:2]1.C1C(=O)N([I:43])C(=O)C1.S([O-])([O-])(=O)=S.[Na+].[Na+]. Product: [I:43][C:35]1[CH:34]=[N:33][N:13]2[C:14]([N:16]([CH2:25][O:26][CH2:27][CH2:28][Si:29]([CH3:32])([CH3:31])[CH3:30])[CH2:17][O:18][CH2:19][CH2:20][Si:21]([CH3:24])([CH3:22])[CH3:23])=[CH:15][C:10]([CH:8]([NH:7][CH:4]3[CH2:5][CH2:6][O:1][CH2:2][CH2:3]3)[CH3:9])=[N:11][C:12]=12. The catalyst class is: 10. (3) Reactant: [CH3:1][N:2]([CH3:28])[C:3]1[NH:7][C:6]2[CH:8]=[C:9]([NH:15][C:16]([C:18]3[CH:23]=[CH:22][CH:21]=[CH:20][C:19]=3[C:24]([F:27])([F:26])[F:25])=[O:17])[CH:10]=[C:11]([C:12]([OH:14])=O)[C:5]=2[N:4]=1.CN(C(ON1N=NC2C=CC=NC1=2)=[N+](C)C)C.F[P-](F)(F)(F)(F)F.C(N(CC)C(C)C)(C)C.[Cl:62][C:63]1[CH:64]=[C:65]([CH:67]=[CH:68][C:69]=1[CH3:70])[NH2:66]. Product: [Cl:62][C:63]1[CH:64]=[C:65]([NH:66][C:12]([C:11]2[C:5]3[N:4]=[C:3]([N:2]([CH3:28])[CH3:1])[NH:7][C:6]=3[CH:8]=[C:9]([NH:15][C:16]([C:18]3[CH:23]=[CH:22][CH:21]=[CH:20][C:19]=3[C:24]([F:25])([F:26])[F:27])=[O:17])[CH:10]=2)=[O:14])[CH:67]=[CH:68][C:69]=1[CH3:70]. The catalyst class is: 39. (4) Reactant: [OH:1][C:2]1[CH:7]=[CH:6][CH:5]=[CH:4][C:3]=1[C:8]1[O:9][C:10]2[CH:18]=[CH:17][CH:16]=[CH:15][C:11]=2[C:12](=O)[N:13]=1.[NH:19]([C:21]1[CH:29]=[CH:28][C:24]([C:25]([OH:27])=[O:26])=[CH:23][CH:22]=1)[NH2:20].C(O)C.S([O-])(O)(=O)=O.[K+]. Product: [CH:16]1[CH:17]=[CH:18][C:10]([OH:9])=[C:11]([C:12]2[N:13]=[C:8]([C:3]3[CH:4]=[CH:5][CH:6]=[CH:7][C:2]=3[OH:1])[N:19]([C:21]3[CH:29]=[CH:28][C:24]([C:25]([OH:27])=[O:26])=[CH:23][CH:22]=3)[N:20]=2)[CH:15]=1. The catalyst class is: 6. (5) Reactant: [F:1][C:2]1[CH:25]=[CH:24][C:5]([CH2:6][N:7]2[CH2:16][CH2:15][C:14]3[C:9](=[C:10]([OH:22])[C:11](=[O:21])[NH:12][C:13]=3[C:17]([O:19]C)=[O:18])[C:8]2=[O:23])=[CH:4][CH:3]=1.CNC. Product: [F:1][C:2]1[CH:3]=[CH:4][C:5]([CH2:6][N:7]2[CH2:16][CH2:15][C:14]3[C:9](=[C:10]([OH:22])[C:11](=[O:21])[NH:12][C:13]=3[C:17]([OH:19])=[O:18])[C:8]2=[O:23])=[CH:24][CH:25]=1. The catalyst class is: 5. (6) Reactant: [Cl:1][C:2]1[CH:10]=[C:9]2[C:5]([C:6](=[C:12]([C:17]3[CH:22]=[CH:21][CH:20]=[C:19]([Cl:23])[CH:18]=3)[CH2:13][CH2:14][CH:15]=[CH2:16])[C:7](=[O:11])[NH:8]2)=[CH:4][CH:3]=1.[BH4-].[Na+].O. The catalyst class is: 5. Product: [Cl:1][C:2]1[CH:10]=[C:9]2[C:5]([CH:6]([CH:12]([C:17]3[CH:22]=[CH:21][CH:20]=[C:19]([Cl:23])[CH:18]=3)[CH2:13][CH2:14][CH:15]=[CH2:16])[C:7](=[O:11])[NH:8]2)=[CH:4][CH:3]=1. (7) Reactant: Cl[C:2]1[C:7]([CH3:8])=[CH:6][C:5]([N+:9]([O-:11])=[O:10])=[CH:4][N:3]=1.[CH3:12][NH2:13]. Product: [CH3:12][NH:13][C:2]1[C:7]([CH3:8])=[CH:6][C:5]([N+:9]([O-:11])=[O:10])=[CH:4][N:3]=1. The catalyst class is: 14.